This data is from Forward reaction prediction with 1.9M reactions from USPTO patents (1976-2016). The task is: Predict the product of the given reaction. Given the reactants [NH2:1][C:2]1[N:3]=[CH:4][C:5]2[C:10]3[CH:11]=[CH:12][C:13](=[O:16])[N:14]([CH3:15])[C:9]=3[N:8]([CH:17]3[CH2:21][CH2:20][CH2:19][CH2:18]3)[C:6]=2[N:7]=1.[Si:22]([O:29][C@@H:30]1[CH2:34][CH2:33][N:32]([C:35]2[CH:36]=[CH:37][C:38](Cl)=[N:39][CH:40]=2)[CH2:31]1)([C:25]([CH3:28])([CH3:27])[CH3:26])([CH3:24])[CH3:23].C1(P(C2C=CC=CC=2)C2C3OC4C(=CC=CC=4P(C4C=CC=CC=4)C4C=CC=CC=4)C(C)(C)C=3C=CC=2)C=CC=CC=1.CC(C)([O-])C.[Na+], predict the reaction product. The product is: [CH:17]1([N:8]2[C:6]3[N:7]=[C:2]([NH:1][C:38]4[CH:37]=[CH:36][C:35]([N:32]5[CH2:33][CH2:34][C@@H:30]([O:29][Si:22]([C:25]([CH3:28])([CH3:27])[CH3:26])([CH3:23])[CH3:24])[CH2:31]5)=[CH:40][N:39]=4)[N:3]=[CH:4][C:5]=3[C:10]3[CH:11]=[CH:12][C:13](=[O:16])[N:14]([CH3:15])[C:9]2=3)[CH2:18][CH2:19][CH2:20][CH2:21]1.